Dataset: Forward reaction prediction with 1.9M reactions from USPTO patents (1976-2016). Task: Predict the product of the given reaction. Given the reactants [Cl:1][C:2]1[CH:7]=[CH:6][C:5]([CH:8]([C:11]2[C:19]3[C:14](=[C:15]([N+:20]([O-:22])=[O:21])[CH:16]=[CH:17][CH:18]=3)[NH:13][N:12]=2)[C:9]#[N:10])=[CH:4][CH:3]=1.I[CH2:24][CH3:25].C([O-])(O)=O.[Na+], predict the reaction product. The product is: [Cl:1][C:2]1[CH:3]=[CH:4][C:5]([C:8]([C:11]2[C:19]3[C:14](=[C:15]([N+:20]([O-:22])=[O:21])[CH:16]=[CH:17][CH:18]=3)[NH:13][N:12]=2)([CH2:24][CH3:25])[C:9]#[N:10])=[CH:6][CH:7]=1.